Predict the product of the given reaction. From a dataset of Forward reaction prediction with 1.9M reactions from USPTO patents (1976-2016). (1) The product is: [CH3:1][O:2][C:3]([C@H:5]1[CH2:10][CH2:9][CH2:8][CH2:7][C@H:6]1[N:11]([CH2:12][C:13]1[CH:18]=[CH:17][C:16]([F:19])=[CH:15][CH:14]=1)[C:36](=[O:37])[CH2:35][C:30]1[NH:29][C:28]2[CH:39]=[CH:40][C:25]([NH:24][S:21]([CH3:20])(=[O:23])=[O:22])=[CH:26][C:27]=2[S:32](=[O:33])(=[O:34])[N:31]=1)=[O:4]. Given the reactants [CH3:1][O:2][C:3]([C@H:5]1[CH2:10][CH2:9][CH2:8][CH2:7][C@H:6]1[NH:11][CH2:12][C:13]1[CH:18]=[CH:17][C:16]([F:19])=[CH:15][CH:14]=1)=[O:4].[CH3:20][S:21]([NH:24][C:25]1[CH:40]=[CH:39][C:28]2[NH:29][C:30]([CH2:35][C:36](O)=[O:37])=[N:31][S:32](=[O:34])(=[O:33])[C:27]=2[CH:26]=1)(=[O:23])=[O:22].Cl.CN(C)CCCN=C=NCC.CN1CCOCC1, predict the reaction product. (2) Given the reactants N1(CC[CH2:8][NH:9][C:10]([C:12]2[CH:17]=[C:16]([O:18][C:19]3[CH:24]=[CH:23][C:22]([NH:25][C:26]([NH:28][C:29]4[CH:42]=[CH:41][C:32]5[O:33][C:34]([F:40])([F:39])[O:35][C:36]([F:38])([F:37])[C:31]=5[CH:30]=4)=[O:27])=[CH:21][CH:20]=3)[CH:15]=[CH:14][N:13]=2)=[O:11])C=CN=C1.NC[CH2:45][CH2:46][N:47]1[CH:51]=[CH:50]N=[CH:48]1, predict the reaction product. The product is: [N:47]1([CH2:48][CH2:8][NH:9][C:10]([C:12]2[CH:17]=[C:16]([O:18][C:19]3[CH:24]=[CH:23][C:22]([NH:25][C:26]([NH:28][C:29]4[CH:42]=[CH:41][C:32]5[O:33][C:34]([F:39])([F:40])[O:35][C:36]([F:37])([F:38])[C:31]=5[CH:30]=4)=[O:27])=[CH:21][CH:20]=3)[CH:15]=[CH:14][N:13]=2)=[O:11])[CH2:46][CH2:45][CH2:50][CH2:51]1. (3) Given the reactants Cl[C:2]1[N:7]=[C:6]([O:8][CH3:9])[N:5]=[C:4]([NH:10][CH2:11][CH2:12][C:13]2[CH:18]=[CH:17][C:16]([Cl:19])=[CH:15][C:14]=2[Cl:20])[CH:3]=1.CC1(C)C(C)(C)OB([C:29]2[CH:30]=[CH:31][C:32]3[O:36][CH:35]([C:37]([OH:39])=[O:38])[CH2:34][C:33]=3[CH:40]=2)O1.C(=O)([O-])[O-].[Cs+].[Cs+], predict the reaction product. The product is: [Cl:20][C:14]1[CH:15]=[C:16]([Cl:19])[CH:17]=[CH:18][C:13]=1[CH2:12][CH2:11][NH:10][C:4]1[N:5]=[C:6]([O:8][CH3:9])[N:7]=[C:2]([C:29]2[CH:30]=[CH:31][C:32]3[O:36][CH:35]([C:37]([OH:39])=[O:38])[CH2:34][C:33]=3[CH:40]=2)[CH:3]=1. (4) Given the reactants F[C:2]1C=CC=[CH:4][C:3]=1[C:8](=O)C.Cl.[CH3:12][N:13](C)CCCN=C=NCC.[NH2:23][C@@:24]([C:31]1[CH:36]=[C:35]([N+:37]([O-:39])=[O:38])[CH:34]=[CH:33][C:32]=1[F:40])([CH3:30])[CH2:25][C:26]([O:28]C)=O.[CH:41](N(CC)C(C)C)(C)C, predict the reaction product. The product is: [C:3]([C@H:4]1[NH:23][C:24]([C:31]2[CH:36]=[C:35]([N+:37]([O-:39])=[O:38])[CH:34]=[CH:33][C:32]=2[F:40])([CH3:30])[CH2:25][C:26](=[O:28])[N:13]1[CH3:12])([CH3:41])([CH3:2])[CH3:8].